The task is: Predict the product of the given reaction.. This data is from Forward reaction prediction with 1.9M reactions from USPTO patents (1976-2016). The product is: [NH:1]1[CH2:6][CH2:5][CH:4]([CH2:7][NH:8][C:9]([N:11]2[C:15]3[CH:16]=[CH:17][CH:18]=[CH:19][C:14]=3[N:13]([CH:20]3[CH2:21][CH2:22]3)[C:12]2=[O:23])=[O:10])[CH2:3][CH2:2]1.[Cl:24][CH2:25][CH2:26][C:27]([C:29]1[CH:34]=[CH:33][CH:32]=[CH:31][CH:30]=1)=[O:28]. Given the reactants [NH:1]1[CH2:6][CH2:5][CH:4]([CH2:7][NH:8][C:9]([N:11]2[C:15]3[CH:16]=[CH:17][CH:18]=[CH:19][C:14]=3[N:13]([CH:20]([CH3:22])[CH3:21])[C:12]2=[O:23])=[O:10])[CH2:3][CH2:2]1.[Cl:24][CH2:25][CH2:26][C:27]([C:29]1[CH:34]=[CH:33][C:32](Cl)=[CH:31][CH:30]=1)=[O:28], predict the reaction product.